Dataset: Reaction yield outcomes from USPTO patents with 853,638 reactions. Task: Predict the reaction yield, written as a fraction of the theoretical maximum amount of product (1.0 means a 100% yield; for example, 0.34 means a 34% yield). (1) The reactants are Cl[C:2]1[CH:7]=[C:6]([O:8][C:9]2[CH:14]=[CH:13][C:12]([Cl:15])=[CH:11][CH:10]=2)[N:5]=[CH:4][N:3]=1.[CH3:16][O:17][C:18]1[CH:19]=[C:20]([NH2:30])[CH:21]=[CH:22][C:23]=1[N:24]1[CH:28]=[C:27]([CH3:29])[N:26]=[CH:25]1. No catalyst specified. The product is [Cl:15][C:12]1[CH:13]=[CH:14][C:9]([O:8][C:6]2[N:5]=[CH:4][N:3]=[C:2]([NH:30][C:20]3[CH:21]=[CH:22][C:23]([N:24]4[CH:28]=[C:27]([CH3:29])[N:26]=[CH:25]4)=[C:18]([O:17][CH3:16])[CH:19]=3)[CH:7]=2)=[CH:10][CH:11]=1. The yield is 0.180. (2) The reactants are [O:1]=[C:2]1[C:6]2[CH:7]=[CH:8][CH:9]=[CH:10][C:5]=2[C:4](=[O:11])[N:3]1[C:12]1[CH:17]=[CH:16][C:15]([S:18]([NH2:21])(=[O:20])=[O:19])=[CH:14][CH:13]=1.[CH2:22]1[CH2:32][CH2:31][N:30]2[C:25](=NCC[CH2:29]2)[CH2:24][CH2:23]1.C1(S(N=C=O)(=O)=[O:40])C=CC=CC=1.Cl. The catalyst is CS(C)=O. The product is [O:11]=[C:4]1[C:5]2[CH:10]=[CH:9][CH:8]=[CH:7][C:6]=2[C:2](=[O:1])[N:3]1[C:12]1[CH:17]=[CH:16][C:15]([S:18]([NH:21][C:29]([NH:30][C:25]2[CH:24]=[CH:23][CH:22]=[CH:32][CH:31]=2)=[O:40])(=[O:19])=[O:20])=[CH:14][CH:13]=1. The yield is 1.00. (3) The reactants are COC(=O)[O:4][C:5]1[CH:10]=[C:9]([N+:11]([O-:13])=[O:12])[C:8]([C:14]([CH3:17])([CH3:16])[CH3:15])=[CH:7][C:6]=1[C:18]([CH3:21])([CH3:20])[CH3:19].COC(=O)OC1C([N+]([O-])=O)=CC(C(C)(C)C)=CC=1C(C)(C)C.[OH-].[K+].Cl. The catalyst is CO. The product is [C:18]([C:6]1[CH:7]=[C:8]([C:14]([CH3:16])([CH3:15])[CH3:17])[C:9]([N+:11]([O-:13])=[O:12])=[CH:10][C:5]=1[OH:4])([CH3:19])([CH3:20])[CH3:21]. The yield is 0.290. (4) The reactants are [NH:1]1[C:6](=O)[CH2:5][O:4][C:3]2[N:8]=[CH:9][CH:10]=[CH:11][C:2]1=2.[H-].[Al+3].[Li+].[H-].[H-].[H-].O.[OH-].[Na+]. The catalyst is O1CCCC1. The product is [NH:1]1[CH2:6][CH2:5][O:4][C:3]2[N:8]=[CH:9][CH:10]=[CH:11][C:2]1=2. The yield is 0.880. (5) The reactants are C[O:2][C:3]([C:5]1[S:9][C:8]([N:10]2[C:14]3[CH:15]=[C:16]([O:21][CH3:22])[C:17]([O:19][CH3:20])=[CH:18][C:13]=3[N:12]=[CH:11]2)=[N:7][C:6]=1Br)=[O:4].[CH3:24][N:25]1[C:33]2[C:28](=[CH:29][C:30](B(O)O)=[CH:31][CH:32]=2)[CH:27]=[CH:26]1. No catalyst specified. The product is [CH3:20][O:19][C:17]1[C:16]([O:21][CH3:22])=[CH:15][C:14]2[N:10]([C:8]3[S:9][C:5]([C:3]([OH:2])=[O:4])=[C:6]([C:30]4[CH:29]=[C:28]5[C:33](=[CH:32][CH:31]=4)[N:25]([CH3:24])[CH:26]=[CH:27]5)[N:7]=3)[CH:11]=[N:12][C:13]=2[CH:18]=1. The yield is 0.120. (6) The reactants are Br[C:2]1[CH:14]=[N:13][C:5]2[NH:6][C:7](=[O:12])[CH2:8][N:9]([CH3:11])[CH2:10][C:4]=2[CH:3]=1.[C:15]([O:19][C:20]([CH3:23])([CH3:22])[CH3:21])(=[O:18])[CH:16]=[CH2:17].C(N(C(C)C)C(C)C)C.CC1C=CC=CC=1P(C1C=CC=CC=1C)C1C=CC=CC=1C. The catalyst is C(#N)CC.CN(C=O)C.C(Cl)Cl.CC([O-])=O.CC([O-])=O.[Pd+2]. The product is [C:20]([O:19][C:15](=[O:18])/[CH:16]=[CH:17]/[C:2]1[CH:14]=[N:13][C:5]2[NH:6][C:7](=[O:12])[CH2:8][N:9]([CH3:11])[CH2:10][C:4]=2[CH:3]=1)([CH3:23])([CH3:22])[CH3:21]. The yield is 0.800. (7) The reactants are [C:1]1(=O)[CH2:8][CH2:7][CH2:6][CH2:5][CH2:4][CH2:3][CH2:2]1.[C-]#N.[K+].[C:13](=[O:16])([O-])[O-].[NH4+:17].[NH4+:18].[CH2:19]([OH:21])C. The catalyst is O. The product is [NH:17]1[C:1]2([CH2:8][CH2:7][CH2:6][CH2:5][CH2:4][CH2:3][CH2:2]2)[C:19](=[O:21])[NH:18][C:13]1=[O:16]. The yield is 0.730.